This data is from Forward reaction prediction with 1.9M reactions from USPTO patents (1976-2016). The task is: Predict the product of the given reaction. (1) Given the reactants Br[C:2]1[CH:3]=[C:4]([C:8]2[N:12]([C:13]3[CH:18]=[CH:17][CH:16]=[CH:15][CH:14]=3)[C:11]3[CH:19]=[CH:20][CH:21]=[CH:22][C:10]=3[N:9]=2)[CH:5]=[CH:6][CH:7]=1.[B:23]1([B:23]2[O:27][C:26]([CH3:29])([CH3:28])[C:25]([CH3:31])([CH3:30])[O:24]2)[O:27][C:26]([CH3:29])([CH3:28])[C:25]([CH3:31])([CH3:30])[O:24]1.C([O-])(=O)C.[K+], predict the reaction product. The product is: [C:13]1([N:12]2[C:11]3[CH:19]=[CH:20][CH:21]=[CH:22][C:10]=3[N:9]=[C:8]2[C:4]2[CH:5]=[CH:6][CH:7]=[C:2]([B:23]3[O:27][C:26]([CH3:29])([CH3:28])[C:25]([CH3:31])([CH3:30])[O:24]3)[CH:3]=2)[CH:18]=[CH:17][CH:16]=[CH:15][CH:14]=1. (2) The product is: [Si:16]([O:15][CH2:14][CH2:13][N:3]1[C:11]2[C:6](=[CH:7][CH:8]=[CH:9][C:10]=2[CH:14]([O:15][Si:16]([C:19]([CH3:22])([CH3:21])[CH3:20])([CH3:18])[CH3:17])[CH3:13])[CH:5]=[CH:4]1)([C:19]([CH3:22])([CH3:21])[CH3:20])([CH3:18])[CH3:17]. Given the reactants [H-].[Na+].[NH:3]1[C:11]2[C:6](=[CH:7][CH:8]=[CH:9][CH:10]=2)[CH:5]=[CH:4]1.Br[CH2:13][CH2:14][O:15][Si:16]([C:19]([CH3:22])([CH3:21])[CH3:20])([CH3:18])[CH3:17], predict the reaction product. (3) Given the reactants [N+:1]([C:4]1[CH:5]=[CH:6][C:7]([N:10]2[CH2:15][CH2:14][N:13]([C:16]([O:18][C:19]([CH3:22])([CH3:21])[CH3:20])=[O:17])[CH2:12][CH2:11]2)=[N:8][CH:9]=1)([O-])=O.C(O)(=O)C, predict the reaction product. The product is: [NH2:1][C:4]1[CH:5]=[CH:6][C:7]([N:10]2[CH2:15][CH2:14][N:13]([C:16]([O:18][C:19]([CH3:22])([CH3:21])[CH3:20])=[O:17])[CH2:12][CH2:11]2)=[N:8][CH:9]=1. (4) Given the reactants C[O:2][C:3]([C:5]1[CH:6]=[CH:7][C:8]2[C@@:14]3([CH2:23][CH3:24])[CH2:15][CH2:16][C@@:17]([OH:22])([CH2:19][CH2:20][CH3:21])[CH2:18][C@H:13]3[CH2:12][CH2:11][CH:10]([OH:25])[C:9]=2[CH:26]=1)=O.C[O:28][C:29]([C:31]1[CH:32]=[CH:33][C:34]2[C@:40]3([CH2:49][CH3:50])[CH2:41][CH2:42][C@:43]([OH:48])([CH2:45][CH2:46][CH3:47])[CH2:44][C@@H:39]3[CH2:38][CH2:37][CH:36]([OH:51])[C:35]=2[CH:52]=1)=O.[CH3:53][C:54]1[C:59]([NH2:60])=[CH:58][CH:57]=[CH:56][N:55]=1.[Li+].C[Si]([N-][Si](C)(C)C)(C)C.[NH4+].[Cl-], predict the reaction product. The product is: [CH3:53][C:54]1[C:59]([NH:60][C:3]([C:5]2[CH:6]=[CH:7][C:8]3[C@@:14]4([CH2:23][CH3:24])[CH2:15][CH2:16][C@@:17]([OH:22])([CH2:19][CH2:20][CH3:21])[CH2:18][C@H:13]4[CH2:12][CH2:11][CH:10]([OH:25])[C:9]=3[CH:26]=2)=[O:2])=[CH:58][CH:57]=[CH:56][N:55]=1.[CH3:53][C:54]1[C:59]([NH:60][C:29]([C:31]2[CH:32]=[CH:33][C:34]3[C@:40]4([CH2:49][CH3:50])[CH2:41][CH2:42][C@:43]([OH:48])([CH2:45][CH2:46][CH3:47])[CH2:44][C@@H:39]4[CH2:38][CH2:37][CH:36]([OH:51])[C:35]=3[CH:52]=2)=[O:28])=[CH:58][CH:57]=[CH:56][N:55]=1. (5) Given the reactants [NH2:1][C:2]1[N:7]=[CH:6][C:5](B(O)O)=[CH:4][C:3]=1[C:11]([F:14])([F:13])[F:12].Br[C:16]1[CH:25]=[CH:24][C:23]2[N:22]=[CH:21][C:20]3[N:26]([CH3:40])[C:27](=[N:37][C:38]#[N:39])[N:28]([C:29]4[CH:30]=[N:31][C:32]([O:35][CH3:36])=[CH:33][CH:34]=4)[C:19]=3[C:18]=2[CH:17]=1.C([O-])([O-])=O.[Na+].[Na+], predict the reaction product. The product is: [NH2:1][C:2]1[N:7]=[CH:6][C:5]([C:16]2[CH:25]=[CH:24][C:23]3[N:22]=[CH:21][C:20]4[N:26]([CH3:40])[C:27](=[N:37][C:38]#[N:39])[N:28]([C:29]5[CH:30]=[N:31][C:32]([O:35][CH3:36])=[CH:33][CH:34]=5)[C:19]=4[C:18]=3[CH:17]=2)=[CH:4][C:3]=1[C:11]([F:14])([F:13])[F:12]. (6) Given the reactants Br.[NH2:2][C:3]1[S:4][C:5]([CH2:15][CH2:16]Br)=[C:6]([C:8]2[CH:13]=[CH:12][C:11]([F:14])=[CH:10][CH:9]=2)[N:7]=1.Cl.[F:19][C:20]1[CH:34]=[CH:33][C:23]2[C:24]([CH:27]3[CH2:32][CH2:31][NH:30][CH2:29][CH2:28]3)=[CH:25][O:26][C:22]=2[CH:21]=1.C(N(C(C)C)CC)(C)C.CO, predict the reaction product. The product is: [NH2:2][C:3]1[S:4][C:5]([CH2:15][CH2:16][N:30]2[CH2:31][CH2:32][CH:27]([C:24]3[C:23]4[CH:33]=[CH:34][C:20]([F:19])=[CH:21][C:22]=4[O:26][CH:25]=3)[CH2:28][CH2:29]2)=[C:6]([C:8]2[CH:13]=[CH:12][C:11]([F:14])=[CH:10][CH:9]=2)[N:7]=1.